Dataset: Catalyst prediction with 721,799 reactions and 888 catalyst types from USPTO. Task: Predict which catalyst facilitates the given reaction. (1) The catalyst class is: 71. Product: [NH:14]1[C:15]2[C:11](=[CH:10][CH:9]=[C:8]([C:6]3[N:7]=[C:2]([NH:39][C:38]4[CH:37]=[CH:36][C:35]([N:32]5[CH2:33][CH2:34][O:29][CH2:30][CH2:31]5)=[CH:41][CH:40]=4)[C:3]4[NH:19][N:18]=[CH:17][C:4]=4[N:5]=3)[CH:16]=2)[CH:12]=[N:13]1. Reactant: Cl[C:2]1[C:3]2[C:4](=[CH:17][N:18](CC3C=CC(OC)=CC=3)[N:19]=2)[N:5]=[C:6]([C:8]2[CH:16]=[C:15]3[C:11]([CH:12]=[N:13][NH:14]3)=[CH:10][CH:9]=2)[N:7]=1.[O:29]1[CH2:34][CH2:33][N:32]([C:35]2[CH:41]=[CH:40][C:38]([NH2:39])=[CH:37][CH:36]=2)[CH2:31][CH2:30]1.Cl. (2) Reactant: [CH3:1][S:2][CH2:3][CH2:4][NH:5][C:6]1[CH:7]=[C:8]([C:12]2[CH:17]=[CH:16][C:15]([C:18]([F:21])([F:20])[F:19])=[CH:14][CH:13]=2)[CH:9]=[CH:10][CH:11]=1.Br[CH2:23][C:24]1[CH:35]=[CH:34][C:27]([O:28][CH2:29][C:30]([O:32][CH3:33])=[O:31])=[C:26]([CH3:36])[CH:25]=1.C(N(CC)C(C)C)(C)C. Product: [CH3:36][C:26]1[CH:25]=[C:24]([CH2:23][N:5]([CH2:4][CH2:3][S:2][CH3:1])[C:6]2[CH:7]=[C:8]([C:12]3[CH:17]=[CH:16][C:15]([C:18]([F:19])([F:20])[F:21])=[CH:14][CH:13]=3)[CH:9]=[CH:10][CH:11]=2)[CH:35]=[CH:34][C:27]=1[O:28][CH2:29][C:30]([O:32][CH3:33])=[O:31]. The catalyst class is: 23. (3) Reactant: [C:1]([O:5][C:6]([N:8]1[CH2:13][CH2:12][N:11]([C:14]2[N:19]=[CH:18][C:17]([C:20]3[CH:21]=[C:22]([C:34]([OH:36])=O)[C:23]4[C:24]([CH3:33])=[CH:25][N:26]([CH:29]([CH2:31][CH3:32])[CH3:30])[C:27]=4[CH:28]=3)=[CH:16][CH:15]=2)[CH2:10][CH2:9]1)=[O:7])([CH3:4])([CH3:3])[CH3:2].[NH2:37][CH2:38][C:39]1[C:44](=[O:45])[CH:43]=[C:42]([CH3:46])[NH:41][C:40]=1[CH3:47].C(N(CC)CC)C.C1CN([P+](ON2N=NC3C=CC=CC2=3)(N2CCCC2)N2CCCC2)CC1.F[P-](F)(F)(F)(F)F. Product: [CH:29]([N:26]1[C:27]2[C:23](=[C:22]([C:34](=[O:36])[NH:37][CH2:38][C:39]3[C:44](=[O:45])[CH:43]=[C:42]([CH3:46])[NH:41][C:40]=3[CH3:47])[CH:21]=[C:20]([C:17]3[CH:16]=[CH:15][C:14]([N:11]4[CH2:12][CH2:13][N:8]([C:6]([O:5][C:1]([CH3:2])([CH3:4])[CH3:3])=[O:7])[CH2:9][CH2:10]4)=[N:19][CH:18]=3)[CH:28]=2)[C:24]([CH3:33])=[CH:25]1)([CH2:31][CH3:32])[CH3:30]. The catalyst class is: 58. (4) Reactant: [Na].Cl[CH2:3][C:4]1[S:8][CH:7]=[N:6][CH:5]=1.[C:9]([NH:12][CH:13]([C:19]([O:21][CH2:22][CH3:23])=[O:20])[C:14]([O:16][CH2:17][CH3:18])=[O:15])(=[O:11])[CH3:10]. Product: [C:9]([NH:12][C:13]([CH2:3][C:4]1[S:8][CH:7]=[N:6][CH:5]=1)([C:19]([O:21][CH2:22][CH3:23])=[O:20])[C:14]([O:16][CH2:17][CH3:18])=[O:15])(=[O:11])[CH3:10]. The catalyst class is: 8. (5) Reactant: [CH2:1]([C:3]([C:26]1[CH:31]=[CH:30][C:29]([OH:32])=[C:28]([CH3:33])[CH:27]=1)([C:6]1[CH:11]=[CH:10][C:9](/[CH:12]=[CH:13]/[C:14]([CH2:23][CH3:24])([OH:22])[CH2:15][CH2:16][CH2:17][CH2:18][CH2:19][CH2:20][CH3:21])=[C:8]([CH3:25])[CH:7]=1)[CH2:4][CH3:5])[CH3:2].C([O-])([O-])=O.[K+].[K+].C1(C)C=CC(S([CH2:49][C@H:50]2[O:54][C:53](=[O:55])[CH2:52][CH2:51]2)(=O)=O)=CC=1.C(OCC)(=O)C. Product: [CH2:1]([C:3]([C:26]1[CH:31]=[CH:30][C:29]([O:32][CH2:49][C@H:50]2[O:54][C:53](=[O:55])[CH2:52][CH2:51]2)=[C:28]([CH3:33])[CH:27]=1)([C:6]1[CH:11]=[CH:10][C:9](/[CH:12]=[CH:13]/[C:14]([CH2:23][CH3:24])([OH:22])[CH2:15][CH2:16][CH2:17][CH2:18][CH2:19][CH2:20][CH3:21])=[C:8]([CH3:25])[CH:7]=1)[CH2:4][CH3:5])[CH3:2]. The catalyst class is: 3. (6) Reactant: [CH2:1]([N:3]1[C:11]2[C:6](=[CH:7][CH:8]=[C:9]([O:12][CH3:13])[CH:10]=2)[C:5]([C:14](=[S:16])[NH2:15])=[CH:4]1)[CH3:2].CO[CH:19](OC)[CH2:20]Br. Product: [CH2:1]([N:3]1[C:11]2[C:6](=[CH:7][CH:8]=[C:9]([O:12][CH3:13])[CH:10]=2)[C:5]([C:14]2[S:16][CH:19]=[CH:20][N:15]=2)=[CH:4]1)[CH3:2]. The catalyst class is: 216. (7) Reactant: [CH:1]1[C:6](Br)=[CH:5][C:4]2[O:8][C:9]([F:12])([F:11])[O:10][C:3]=2[CH:2]=1.[Li]CCCC.CCCCCC.[B:24](OC(C)C)([O:29]C(C)C)[O:25]C(C)C. Product: [F:11][C:9]1([F:12])[O:10][C:3]2[CH:2]=[CH:1][C:6]([B:24]([OH:29])[OH:25])=[CH:5][C:4]=2[O:8]1. The catalyst class is: 27. (8) Reactant: [NH2:1][C:2]1[CH:7]=[CH:6][C:5]([OH:8])=[CH:4][CH:3]=1.CCN([CH2:14][CH3:15])CC.C[C:17]([O:20][C:21](O[C:24]([O:26][C:27]([CH3:30])([CH3:29])[CH3:28])=[O:25])=[O:22])(C)C. Product: [NH2:1][C:2]1[CH:7]=[CH:6][C:5]([O:8][CH:15]2[CH2:14][CH2:17][O:20][C:21]2=[O:22])=[CH:4][CH:3]=1.[C:27]([O:26][C:24](=[O:25])[NH:1][C:2]1[CH:7]=[CH:6][C:5]([OH:8])=[CH:4][CH:3]=1)([CH3:28])([CH3:29])[CH3:30]. The catalyst class is: 5. (9) The catalyst class is: 1. Product: [F:46][C:47]([F:52])([F:51])[C:48]([OH:50])=[O:49].[CH3:1][N:2]1[C@@H:19]2[CH2:20][C:7]3[CH:8]=[CH:9][C:10]([O:22][CH3:23])=[C:11]4[O:12][C@H:13]5[C:14]([CH2:16][CH2:17][C@:18]2([OH:21])[C@:5]5([C:6]=34)[CH2:4][CH2:3]1)=[O:15].[CH3:1][N:2]([CH2:3][CH2:34][NH2:35])[C:38](=[O:41])[O-:39]. Reactant: [CH3:1][N:2]1[C@@H:19]2[CH2:20][C:7]3[CH:8]=[CH:9][C:10]([O:22][CH3:23])=[C:11]4[O:12][C@H:13]5[C:14]([CH2:16][CH2:17][C@:18]2([OH:21])[C@:5]5([C:6]=34)[CH2:4][CH2:3]1)=[O:15].C[Si]([N-][Si](C)(C)C)(C)C.[K+].[C:34](Cl)(=O)[NH2:35].[C:38](=[O:41])(O)[O-:39].[Na+].C(Cl)Cl.[F:46][C:47]([F:52])([F:51])[C:48]([OH:50])=[O:49].